From a dataset of NCI-60 drug combinations with 297,098 pairs across 59 cell lines. Regression. Given two drug SMILES strings and cell line genomic features, predict the synergy score measuring deviation from expected non-interaction effect. (1) Drug 1: C1=NC2=C(N=C(N=C2N1C3C(C(C(O3)CO)O)F)Cl)N. Drug 2: CC1CCC2CC(C(=CC=CC=CC(CC(C(=O)C(C(C(=CC(C(=O)CC(OC(=O)C3CCCCN3C(=O)C(=O)C1(O2)O)C(C)CC4CCC(C(C4)OC)OCCO)C)C)O)OC)C)C)C)OC. Cell line: HOP-92. Synergy scores: CSS=19.2, Synergy_ZIP=-4.77, Synergy_Bliss=-0.737, Synergy_Loewe=-10.7, Synergy_HSA=-2.09. (2) Drug 1: CC1=C(C=C(C=C1)NC(=O)C2=CC=C(C=C2)CN3CCN(CC3)C)NC4=NC=CC(=N4)C5=CN=CC=C5. Drug 2: C1=NC(=NC(=O)N1C2C(C(C(O2)CO)O)O)N. Cell line: NCI/ADR-RES. Synergy scores: CSS=3.57, Synergy_ZIP=0.0646, Synergy_Bliss=2.00, Synergy_Loewe=-8.88, Synergy_HSA=-3.45. (3) Synergy scores: CSS=27.5, Synergy_ZIP=-5.96, Synergy_Bliss=-5.32, Synergy_Loewe=-12.0, Synergy_HSA=-2.25. Drug 1: CN(C)N=NC1=C(NC=N1)C(=O)N. Drug 2: CS(=O)(=O)CCNCC1=CC=C(O1)C2=CC3=C(C=C2)N=CN=C3NC4=CC(=C(C=C4)OCC5=CC(=CC=C5)F)Cl. Cell line: IGROV1. (4) Drug 1: C1CCC(C(C1)N)N.C(=O)(C(=O)[O-])[O-].[Pt+4]. Drug 2: CC1C(C(CC(O1)OC2CC(CC3=C2C(=C4C(=C3O)C(=O)C5=CC=CC=C5C4=O)O)(C(=O)C)O)N)O. Cell line: OVCAR-4. Synergy scores: CSS=23.4, Synergy_ZIP=-2.82, Synergy_Bliss=-0.428, Synergy_Loewe=-22.7, Synergy_HSA=1.55. (5) Drug 1: CC1=C(C(=O)C2=C(C1=O)N3CC4C(C3(C2COC(=O)N)OC)N4)N. Drug 2: CC12CCC3C(C1CCC2OP(=O)(O)O)CCC4=C3C=CC(=C4)OC(=O)N(CCCl)CCCl.[Na+]. Cell line: HOP-92. Synergy scores: CSS=18.5, Synergy_ZIP=-4.08, Synergy_Bliss=2.62, Synergy_Loewe=-5.07, Synergy_HSA=2.64.